From a dataset of Forward reaction prediction with 1.9M reactions from USPTO patents (1976-2016). Predict the product of the given reaction. (1) Given the reactants [C:1]1([CH3:23])[CH:6]=[CH:5][C:4]([C:7]#[C:8][C:9]([N:11]2[CH2:16][CH2:15][N:14]([C:17](=O)[C:18](F)(F)F)[CH2:13][CH2:12]2)=[O:10])=[CH:3][CH:2]=1.[F:24][C:25]1[CH:32]=[CH:31]C(CBr)=[CH:27][CH:26]=1, predict the reaction product. The product is: [F:24][C:25]1[CH:32]=[CH:31][C:18]([CH2:17][N:14]2[CH2:15][CH2:16][N:11]([C:9](=[O:10])[C:8]#[C:7][C:4]3[CH:5]=[CH:6][C:1]([CH3:23])=[CH:2][CH:3]=3)[CH2:12][CH2:13]2)=[CH:27][CH:26]=1. (2) Given the reactants Br[C:2]1[C:7]2[CH:8]=[C:9]([CH2:11][C:12]3[O:13][C:14]4[CH:20]=[CH:19][CH:18]=[C:17](Br)[C:15]=4[CH:16]=3)[O:10][C:6]=2[CH:5]=[CH:4][CH:3]=1.[C:22]([Cu])#[N:23].Cl.[N:26]1C2C(=CC=CC=2)C=C[CH:27]=1, predict the reaction product. The product is: [C:27]([C:3]1[CH:4]=[CH:5][C:6]2[O:10][C:9]([CH2:11][C:12]3[O:13][C:14]4[CH:20]=[CH:19][C:18]([C:22]#[N:23])=[CH:17][C:15]=4[CH:16]=3)=[CH:8][C:7]=2[CH:2]=1)#[N:26]. (3) Given the reactants [CH3:1][Si:2]([CH3:11])([CH3:10])[C:3]1[CH:4]=[C:5]([OH:9])[CH:6]=[N:7][CH:8]=1.CC(C)([O-])C.[K+].[CH3:18][O:19][C:20]([C:22]1[O:23][C:24](Br)=[CH:25][CH:26]=1)=[O:21].O, predict the reaction product. The product is: [CH3:1][Si:2]([CH3:11])([CH3:10])[C:3]1[CH:4]=[C:5]([O:9][C:24]2[O:23][C:22]([C:20]([O:19][CH3:18])=[O:21])=[CH:26][CH:25]=2)[CH:6]=[N:7][CH:8]=1.